Dataset: Reaction yield outcomes from USPTO patents with 853,638 reactions. Task: Predict the reaction yield, written as a fraction of the theoretical maximum amount of product (1.0 means a 100% yield; for example, 0.34 means a 34% yield). (1) The reactants are [F:1][C:2]1[C:7]([C:8]2[CH:13]=[CH:12][C:11]([C:14]([F:17])([F:16])[F:15])=[CH:10][CH:9]=2)=[CH:6][C:5]([CH2:18][NH2:19])=[CH:4][CH:3]=1.[F:20][C:21]1[CH:26]=[CH:25][C:24]([S:27]([N:30]([CH2:32][C:33](O)=[O:34])[CH3:31])(=[O:29])=[O:28])=[CH:23][CH:22]=1.CN(C(ON1N=NC2C=CC=NC1=2)=[N+](C)C)C.F[P-](F)(F)(F)(F)F.C(N(CC)C(C)C)(C)C.OS([O-])(=O)=O.[K+]. The catalyst is C(Cl)Cl. The product is [F:20][C:21]1[CH:22]=[CH:23][C:24]([S:27]([N:30]([CH3:31])[CH2:32][C:33]([NH:19][CH2:18][C:5]2[CH:6]=[C:7]([C:8]3[CH:9]=[CH:10][C:11]([C:14]([F:16])([F:17])[F:15])=[CH:12][CH:13]=3)[C:2]([F:1])=[CH:3][CH:4]=2)=[O:34])(=[O:28])=[O:29])=[CH:25][CH:26]=1. The yield is 0.550. (2) The reactants are [CH2:1]([O:3][C:4]1[CH:13]=[C:12]2[C:7]([CH:8]=[CH:9][CH:10]=[C:11]2[NH:14]C(=O)OC(C)(C)C)=[CH:6][CH:5]=1)[CH3:2].Cl. The catalyst is O1CCOCC1.C(OCC)C. The product is [CH2:1]([O:3][C:4]1[CH:13]=[C:12]2[C:7]([CH:8]=[CH:9][CH:10]=[C:11]2[NH2:14])=[CH:6][CH:5]=1)[CH3:2]. The yield is 0.520.